From a dataset of Forward reaction prediction with 1.9M reactions from USPTO patents (1976-2016). Predict the product of the given reaction. (1) Given the reactants F[C:2](F)(F)C([O-])=O.[CH2:8]([C:10]1[CH:15]=[CH:14][CH:13]=[C:12]([CH2:16][CH3:17])[C:11]=1[C:18]1[CH:27]=[C:26]([O:28][CH3:29])[C:25]2[CH:24]([NH:30][C:31]3[C:40]4[C:35](=[CH:36][CH:37]=[CH:38][CH:39]=4)[CH:34]=[CH:33][CH:32]=3)[CH2:23][CH2:22][CH2:21][C:20]=2[N:19]=1)[CH3:9].C=O.C([BH3-])#N.[Na+].C(O)(=O)C, predict the reaction product. The product is: [CH2:8]([C:10]1[CH:15]=[CH:14][CH:13]=[C:12]([CH2:16][CH3:17])[C:11]=1[C:18]1[CH:27]=[C:26]([O:28][CH3:29])[C:25]2[CH:24]([N:30]([CH3:2])[C:31]3[C:40]4[C:35](=[CH:36][CH:37]=[CH:38][CH:39]=4)[CH:34]=[CH:33][CH:32]=3)[CH2:23][CH2:22][CH2:21][C:20]=2[N:19]=1)[CH3:9]. (2) Given the reactants [F:1][C:2]1[C:10]2[N:6]([CH:7]=[C:8]([C:11]([O:13][CH2:14][CH3:15])=[O:12])[CH:9]=2)[CH:5]=[CH:4][CH:3]=1.F[B-](F)(F)F.C1(P(C2CCCC2)C2CCCC2)CCCC1.C([O-])([O-])=O.[Cs+].[Cs+].Cl[C:44]1[CH:49]=[CH:48][CH:47]=[CH:46][N:45]=1, predict the reaction product. The product is: [F:1][C:2]1[C:10]2[N:6]([C:7]([C:44]3[CH:49]=[CH:48][CH:47]=[CH:46][N:45]=3)=[C:8]([C:11]([O:13][CH2:14][CH3:15])=[O:12])[CH:9]=2)[CH:5]=[CH:4][CH:3]=1. (3) Given the reactants [Cl:1][C:2]1[CH:7]=[C:6]([N+]([O-])=O)[CH:5]=[CH:4][N:3]=1.[CH2:11]([O-:13])[CH3:12].[Na+].CC(=O)OCC, predict the reaction product. The product is: [Cl:1][C:2]1[CH:7]=[C:6]([O:13][CH2:11][CH3:12])[CH:5]=[CH:4][N:3]=1. (4) Given the reactants [F:1][C:2]1([F:27])[CH2:5][CH:4]([C:6]2[CH:11]=[CH:10][C:9]([N:12]3[CH2:25][CH2:24][C:14]4([CH2:23][CH2:22][C:17]5(OCC[O:18]5)[CH2:16][CH2:15]4)[C:13]3=[O:26])=[CH:8][CH:7]=2)[CH2:3]1.Cl.CCOC(C)=O, predict the reaction product. The product is: [F:27][C:2]1([F:1])[CH2:3][CH:4]([C:6]2[CH:11]=[CH:10][C:9]([N:12]3[CH2:25][CH2:24][C:14]4([CH2:15][CH2:16][C:17](=[O:18])[CH2:22][CH2:23]4)[C:13]3=[O:26])=[CH:8][CH:7]=2)[CH2:5]1. (5) Given the reactants [Cl:1][C:2]1[CH:7]=[CH:6][C:5]([O:8][C:9]2[CH:14]=[CH:13][C:12]([CH2:15][S:16][C:17]3[NH:18][CH:19]=[C:20]([C:24](OCC)=[O:25])[C:21](=[O:23])[N:22]=3)=[CH:11][CH:10]=2)=[CH:4][C:3]=1[C:29]([F:32])([F:31])[F:30].B.CSC, predict the reaction product. The product is: [Cl:1][C:2]1[CH:7]=[CH:6][C:5]([O:8][C:9]2[CH:10]=[CH:11][C:12]([CH2:15][S:16][C:17]3[NH:18][CH:19]=[C:20]([CH2:24][OH:25])[C:21](=[O:23])[N:22]=3)=[CH:13][CH:14]=2)=[CH:4][C:3]=1[C:29]([F:30])([F:32])[F:31].